Predict the product of the given reaction. From a dataset of Forward reaction prediction with 1.9M reactions from USPTO patents (1976-2016). (1) Given the reactants C(=O)(O)[O-].[Na+].S(S([O-])=O)([O-])=O.[Na+].[Na+].[CH3:14][C:15]1[CH:19]=[C:18]([NH:20][C:21]2[C:26]([N+:27]([O-])=O)=[CH:25][CH:24]=[C:23]([C:30]([F:33])([F:32])[F:31])[N:22]=2)[O:17][N:16]=1.CO.C(Cl)Cl, predict the reaction product. The product is: [CH3:14][C:15]1[CH:19]=[C:18]([NH:20][C:21]2[C:26]([NH2:27])=[CH:25][CH:24]=[C:23]([C:30]([F:32])([F:31])[F:33])[N:22]=2)[O:17][N:16]=1. (2) Given the reactants [CH3:1][N:2](C)[C:3]1[CH:8]=[CH:7][CH:6]=[CH:5][CH:4]=1.FC(F)(F)S(O[C:16]1[C:21]([Si](C)(C)C)=[CH:20][CH:19]=[CH:18][C:17]=1[O:26][CH3:27])(=O)=O.[F-].[K+].C1OCCOCCOCCOCCOCCOC1, predict the reaction product. The product is: [CH3:27][O:26][C:17]1[CH:16]=[C:21]([CH:20]=[CH:19][CH:18]=1)[N:2]([CH3:1])[C:3]1[CH:8]=[CH:7][CH:6]=[CH:5][CH:4]=1. (3) Given the reactants [C:1]([CH2:3][C:4]([NH2:6])=[O:5])#[N:2].[H-].[Na+].[Cl:9][C:10]1(C(F)=O)[N:15]=[C:14]([NH:16][CH:17]2[CH2:21][CH2:20][CH2:19][CH2:18]2)[CH:13]=[CH:12][NH:11]1.Cl.CN([CH:29]=[O:30])C, predict the reaction product. The product is: [NH2:2][C:1]1[N:16]([CH:17]2[CH2:18][CH2:19][CH2:20][CH2:21]2)[C:14]2[N:15]=[C:10]([Cl:9])[N:11]=[CH:12][C:13]=2[C:29](=[O:30])[C:3]=1[C:4]([NH2:6])=[O:5]. (4) Given the reactants [O:1]1[C:5]2[CH:6]=[CH:7][CH:8]=[CH:9][C:4]=2[C:3]([CH2:10][C:11]([OH:13])=O)=[N:2]1.C(N=C=NCCCN(C)C)C.[CH:25]1([S:28]([NH2:31])(=[O:30])=[O:29])[CH2:27][CH2:26]1, predict the reaction product. The product is: [O:1]1[C:5]2[CH:6]=[CH:7][CH:8]=[CH:9][C:4]=2[C:3]([CH2:10][C:11]([NH:31][S:28]([CH:25]2[CH2:27][CH2:26]2)(=[O:30])=[O:29])=[O:13])=[N:2]1. (5) Given the reactants [CH3:1][O:2][C:3]1[CH:4]=[C:5]2[C:10](=[CH:11][C:12]=1[O:13][CH3:14])[C:9]([CH3:15])=[N:8][C:7]([C:16]1[CH:17]=[N:18][C:19]([O:22][CH3:23])=[CH:20][CH:21]=1)=[CH:6]2.[CH3:24][S:25]([OH:28])(=[O:27])=[O:26], predict the reaction product. The product is: [CH3:24][S:25]([OH:28])(=[O:27])=[O:26].[CH3:24][S:25]([OH:28])(=[O:27])=[O:26].[CH3:1][O:2][C:3]1[CH:4]=[C:5]2[C:10](=[CH:11][C:12]=1[O:13][CH3:14])[C:9]([CH3:15])=[N:8][C:7]([C:16]1[CH:17]=[N:18][C:19]([O:22][CH3:23])=[CH:20][CH:21]=1)=[CH:6]2. (6) Given the reactants [C:1]([N:8]1[CH2:15][CH:14]([OH:16])[CH2:13][C@H:9]1[C:10]([OH:12])=[O:11])([O:3][C:4]([CH3:7])([CH3:6])[CH3:5])=[O:2].C[C:18](C)([O-:20])C.[K+].[CH:23]1[C:32]2[C:27](=[CH:28][CH:29]=[CH:30][CH:31]=2)[CH:26]=[CH:25][N:24]=1.[C:33](O)(=O)CC(CC(O)=O)(C(O)=O)O, predict the reaction product. The product is: [C:1]([N:8]1[CH2:15][CH:14]([O:16][C:23]2[C:32]3[C:27](=[CH:28][C:29]([O:20][CH3:18])=[CH:30][CH:31]=3)[CH:26]=[C:25]([CH3:33])[N:24]=2)[CH2:13][CH:9]1[C:10]([OH:12])=[O:11])([O:3][C:4]([CH3:7])([CH3:6])[CH3:5])=[O:2].